The task is: Regression. Given a peptide amino acid sequence and an MHC pseudo amino acid sequence, predict their binding affinity value. This is MHC class II binding data.. This data is from Peptide-MHC class II binding affinity with 134,281 pairs from IEDB. (1) The peptide sequence is SLYVRASGRVTVSTK. The MHC is DRB4_0101 with pseudo-sequence DRB4_0103. The binding affinity (normalized) is 0.178. (2) The peptide sequence is NVTENFNMWKNNMVEQMH. The MHC is DRB3_0101 with pseudo-sequence DRB3_0101. The binding affinity (normalized) is 0.574. (3) The peptide sequence is WEQIFSTWLLKPGAG. The MHC is DRB1_0802 with pseudo-sequence DRB1_0802. The binding affinity (normalized) is 0.226. (4) The peptide sequence is DYSQLQDSDPDSFQD. The MHC is DRB1_0401 with pseudo-sequence DRB1_0401. The binding affinity (normalized) is 0. (5) The peptide sequence is GGWWLTFGQILGLAQ. The MHC is DRB1_0701 with pseudo-sequence DRB1_0701. The binding affinity (normalized) is 0.417. (6) The peptide sequence is GWPYIGSRSQIIGRS. The MHC is DRB1_0401 with pseudo-sequence DRB1_0401. The binding affinity (normalized) is 0.188. (7) The peptide sequence is YVDEHLMCEIEGHHL. The MHC is DRB5_0101 with pseudo-sequence DRB5_0101. The binding affinity (normalized) is 0.265.